From a dataset of Catalyst prediction with 721,799 reactions and 888 catalyst types from USPTO. Predict which catalyst facilitates the given reaction. (1) Reactant: [ClH:1].[C:2]([C:4]1[CH:5]=[C:6]([C:14]2[O:18][N:17]=[C:16]([C:19]3[CH:40]=[CH:39][C:22]4[CH2:23][CH2:24][N:25]([C:28](=[O:38])[CH2:29][NH:30]C(=O)OC(C)(C)C)[CH2:26][CH2:27][C:21]=4[C:20]=3[CH3:41])[N:15]=2)[CH:7]=[CH:8][C:9]=1[O:10][CH:11]([CH3:13])[CH3:12])#[N:3]. Product: [ClH:1].[NH2:30][CH2:29][C:28]([N:25]1[CH2:24][CH2:23][C:22]2[CH:39]=[CH:40][C:19]([C:16]3[N:15]=[C:14]([C:6]4[CH:7]=[CH:8][C:9]([O:10][CH:11]([CH3:13])[CH3:12])=[C:4]([CH:5]=4)[C:2]#[N:3])[O:18][N:17]=3)=[C:20]([CH3:41])[C:21]=2[CH2:27][CH2:26]1)=[O:38]. The catalyst class is: 12. (2) Reactant: Br[C:2]1[S:6][C:5]2=[CH:7][N:8]=[CH:9][N:4]2[CH:3]=1.C([Mg]Br)C.CN(OC)[C:16](=[O:19])[CH2:17][CH3:18].[Cl-].[NH4+]. Product: [C:16]([C:2]1[S:6][C:5]2=[CH:7][N:8]=[CH:9][N:4]2[CH:3]=1)(=[O:19])[CH2:17][CH3:18]. The catalyst class is: 7. (3) Reactant: [CH3:1][CH2:2][CH2:3][CH:4]1[O:24][C@:23]2([C:25]([CH2:27][OH:28])=[O:26])[C@@H:6]([CH2:7][C@@H:8]3[C@:22]2([CH3:29])[CH2:21][C@H:20]([OH:30])[C@H:19]2[C@H:9]3[CH2:10][CH2:11][C:12]3[C@:18]2([CH3:31])[CH:17]=[CH:16][C:14](=[O:15])[CH:13]=3)[O:5]1. Product: [CH3:1][CH2:2][CH2:3][CH:4]1[O:24][C@:23]2([C:25]([CH2:27][OH:28])=[O:26])[C@@H:6]([CH2:7][C@@H:8]3[C@:22]2([CH3:29])[CH2:21][C@H:20]([OH:30])[C@H:19]2[C@H:9]3[CH2:10][CH2:11][C:12]3[C@:18]2([CH3:31])[CH:17]=[CH:16][C:14](=[O:15])[CH:13]=3)[O:5]1.[CH2:4]([OH:5])[CH3:3]. The catalyst class is: 8. (4) Reactant: NC1N=C(NC2C=CC(S[CH2:25][C:26]([NH2:28])=[O:27])=CC=2)SC=1C(=O)C1C(Cl)=CC=CC=1Cl.[NH2:29][C:30]1[N:31]=[C:32]([NH:45][C:46]2[CH:51]=[CH:50][CH:49]=[C:48]([SH:52])[CH:47]=2)[S:33][C:34]=1[C:35](=[O:44])[C:36]1[C:41]([Cl:42])=[CH:40][CH:39]=[CH:38][C:37]=1[Cl:43].BrCC(N)=O. Product: [NH2:29][C:30]1[N:31]=[C:32]([NH:45][C:46]2[CH:47]=[C:48]([S:52][CH2:25][C:26]([NH2:28])=[O:27])[CH:49]=[CH:50][CH:51]=2)[S:33][C:34]=1[C:35](=[O:44])[C:36]1[C:37]([Cl:43])=[CH:38][CH:39]=[CH:40][C:41]=1[Cl:42]. The catalyst class is: 25. (5) Reactant: [NH2:1][CH2:2][C@H:3]1[C@H:9]([C:10]2[CH:15]=[CH:14][C:13]([Cl:16])=[C:12]([F:17])[CH:11]=2)[O:8][CH2:7][CH2:6][N:5]([C:18]([O:20][C:21]([CH3:24])([CH3:23])[CH3:22])=[O:19])[CH2:4]1.[CH3:25][CH:26]([O:28][CH2:29][C:30](O)=[O:31])[CH3:27].N1(O)C2C=CC=CC=2N=N1.Cl.CN(C)CCCN=C=NCC. Product: [Cl:16][C:13]1[CH:14]=[CH:15][C:10]([C@@H:9]2[O:8][CH2:7][CH2:6][N:5]([C:18]([O:20][C:21]([CH3:24])([CH3:23])[CH3:22])=[O:19])[CH2:4][C@H:3]2[CH2:2][NH:1][C:30](=[O:31])[CH2:29][O:28][CH:26]([CH3:27])[CH3:25])=[CH:11][C:12]=1[F:17]. The catalyst class is: 531.